Dataset: Choline transporter screen with 302,306 compounds. Task: Binary Classification. Given a drug SMILES string, predict its activity (active/inactive) in a high-throughput screening assay against a specified biological target. (1) The molecule is Fc1cc(C(=O)Nc2c(C(=O)Nc3ccc(cc3)C(O)=O)cccc2)ccc1. The result is 0 (inactive). (2) The compound is Clc1ccc(CS(=O)(=O)CC2(O)CCN(CC2)C(=O)CC(C)C)cc1. The result is 0 (inactive). (3) The compound is Brc1ccc(c2[n+]([O-])c3c(n(OCC(OCC)=O)c2=O)cccc3)cc1. The result is 0 (inactive). (4) The compound is O=C(NC1CCCCC1)NCCc1c2c([nH]c1C)ccc(c2)C. The result is 0 (inactive).